This data is from Forward reaction prediction with 1.9M reactions from USPTO patents (1976-2016). The task is: Predict the product of the given reaction. Given the reactants [CH3:1][C:2]1[CH:22]=[CH:21][CH:20]=[C:19]([CH3:23])[C:3]=1[CH2:4][O:5][C:6]1[CH:7]=[C:8]([CH:14]=[CH:15][C:16]=1[O:17][CH3:18])[C:9]([O:11]CC)=[O:10].[OH-].[Na+], predict the reaction product. The product is: [CH3:23][C:19]1[CH:20]=[CH:21][CH:22]=[C:2]([CH3:1])[C:3]=1[CH2:4][O:5][C:6]1[CH:7]=[C:8]([CH:14]=[CH:15][C:16]=1[O:17][CH3:18])[C:9]([OH:11])=[O:10].